Dataset: M1 muscarinic receptor agonist screen with 61,833 compounds. Task: Binary Classification. Given a drug SMILES string, predict its activity (active/inactive) in a high-throughput screening assay against a specified biological target. The result is 0 (inactive). The molecule is s1c2n(nc1c1ccc(N(CC)CC)cc1)c(nn2)c1n[nH]c2c1CCC2.